This data is from Catalyst prediction with 721,799 reactions and 888 catalyst types from USPTO. The task is: Predict which catalyst facilitates the given reaction. Reactant: C1(S[C:8]2[S:9][C:10]([CH2:13][N:14]3[C:19](=[N:20][N+:21]([O-:23])=[O:22])[N:18]([CH3:24])[CH2:17][O:16][CH2:15]3)=[CH:11][N:12]=2)CCCCC1.[ClH:25].ClCl. Product: [Cl:25][C:8]1[S:9][C:10]([CH2:13][N:14]2[C:19](=[N:20][N+:21]([O-:23])=[O:22])[N:18]([CH3:24])[CH2:17][O:16][CH2:15]2)=[CH:11][N:12]=1. The catalyst class is: 159.